This data is from Reaction yield outcomes from USPTO patents with 853,638 reactions. The task is: Predict the reaction yield, written as a fraction of the theoretical maximum amount of product (1.0 means a 100% yield; for example, 0.34 means a 34% yield). (1) The reactants are [Cl:1][C:2]1[CH:3]=[C:4]([C:8]2[O:9][N:10]=[C:11]3[CH:16]=[CH:15][C:14]([C:17]([C:25]4[CH:30]=[CH:29][C:28]([Cl:31])=[CH:27][CH:26]=4)([C:19]4[N:23]([CH3:24])[CH:22]=[N:21][CH:20]=4)O)=[CH:13][C:12]=23)[CH:5]=[CH:6][CH:7]=1.[OH-].[Na+]. The catalyst is O.C1COCC1. The product is [NH2:10][C:11]1[CH:16]=[CH:15][C:14]([CH:17]([C:25]2[CH:26]=[CH:27][C:28]([Cl:31])=[CH:29][CH:30]=2)[C:19]2[N:23]([CH3:24])[CH:22]=[N:21][CH:20]=2)=[CH:13][C:12]=1[CH:8]([C:4]1[CH:5]=[CH:6][CH:7]=[C:2]([Cl:1])[CH:3]=1)[OH:9]. The yield is 0.210. (2) The reactants are Cl.[NH2:2][CH2:3][CH2:4][C:5]([NH:14][C:15]([O:17][C:18]([CH3:21])([CH3:20])[CH3:19])=[O:16])([CH3:13])[C:6]([O:8][C:9]([CH3:12])([CH3:11])[CH3:10])=[O:7].[N:22]#[C:23]Br.CC([O-])=O.[Na+]. The catalyst is CO. The product is [C:18]([O:17][C:15]([NH:14][C:5]([CH3:13])([CH2:4][CH2:3][NH:2][C:23]#[N:22])[C:6]([O:8][C:9]([CH3:11])([CH3:12])[CH3:10])=[O:7])=[O:16])([CH3:21])([CH3:20])[CH3:19]. The yield is 0.990.